From a dataset of Forward reaction prediction with 1.9M reactions from USPTO patents (1976-2016). Predict the product of the given reaction. (1) Given the reactants [CH2:1]([NH:3][C:4](=[O:27])[O:5][C:6]1[C:7]([CH3:26])=[C:8]2[N:13]([CH:14]=1)[N:12]=[CH:11][N:10]=[C:9]2[O:15][C:16]1[CH:21]=[CH:20][C:19]([N+:22]([O-])=O)=[CH:18][C:17]=1[F:25])[CH3:2], predict the reaction product. The product is: [CH2:1]([NH:3][C:4](=[O:27])[O:5][C:6]1[C:7]([CH3:26])=[C:8]2[N:13]([CH:14]=1)[N:12]=[CH:11][N:10]=[C:9]2[O:15][C:16]1[CH:21]=[CH:20][C:19]([NH2:22])=[CH:18][C:17]=1[F:25])[CH3:2]. (2) Given the reactants [C:1]([O:4][C:5]1[CH:11]=[CH:10][CH:9]=[C:7]([OH:8])[CH:6]=1)(=[O:3])[CH3:2].C([O-])([O-])=O.[K+].[K+].[CH2:18](Br)[CH:19]=[CH2:20], predict the reaction product. The product is: [C:1]([O:4][C:5]1[CH:11]=[CH:10][CH:9]=[C:7]([O:8][CH2:20][CH:19]=[CH2:18])[CH:6]=1)(=[O:3])[CH3:2]. (3) Given the reactants [NH2:1][C:2]1[C:7]([C:8]([O:10]CC)=[CH2:9])=[C:6]([C:13]([O:15][CH3:16])=[O:14])[N:5]=[C:4]([C:17]2[CH:22]=[CH:21][C:20]([C:23]([F:26])([F:25])[F:24])=[CH:19][CH:18]=2)[N:3]=1.Cl, predict the reaction product. The product is: [NH2:1][C:2]1[C:7]([C:8]([CH3:9])=[O:10])=[C:6]([C:13]([O:15][CH3:16])=[O:14])[N:5]=[C:4]([C:17]2[CH:22]=[CH:21][C:20]([C:23]([F:26])([F:24])[F:25])=[CH:19][CH:18]=2)[N:3]=1. (4) Given the reactants [Br:1][C:2]1[CH:3]=[C:4]([CH:9]=C(C=C)[CH:11]=1)[C:5]([O:7][CH3:8])=[O:6].C[N+]1([O-])CC[O:18]CC1.[O-]S([O-])(=S)=O.[Na+].[Na+].[CH3:29][C:30]([CH3:32])=[O:31], predict the reaction product. The product is: [Br:1][C:2]1[CH:3]=[C:4]([CH:9]=[C:29]([CH:30]([OH:31])[CH2:32][OH:18])[CH:11]=1)[C:5]([O:7][CH3:8])=[O:6]. (5) Given the reactants Br[C:2]1[CH:9]=[CH:8][C:7]([C:10]([F:13])([F:12])[F:11])=[CH:6][C:3]=1[CH:4]=[O:5].[NH:14]1[CH:18]=[C:17](B(O)O)[CH:16]=[N:15]1, predict the reaction product. The product is: [NH:14]1[CH:18]=[C:17]([C:2]2[CH:9]=[CH:8][C:7]([C:10]([F:13])([F:12])[F:11])=[CH:6][C:3]=2[CH:4]=[O:5])[CH:16]=[N:15]1. (6) Given the reactants CC1C=CC(S([O:11][CH2:12][CH2:13][C:14]2[CH:19]=[CH:18][CH:17]=[CH:16][CH:15]=2)(=O)=O)=CC=1.[CH2:20]([NH:27][C:28]([C:30]1[S:31][C:32]([N:36]2[CH:41]=[CH:40][C:39](O)=[CH:38][C:37]2=[O:43])=[CH:33][C:34]=1[CH3:35])=[O:29])[C:21]1[CH:26]=[CH:25][CH:24]=[CH:23][CH:22]=1, predict the reaction product. The product is: [CH2:20]([NH:27][C:28]([C:30]1[S:31][C:32]([N:36]2[CH:41]=[CH:40][C:39]([O:11][CH2:12][CH2:13][C:14]3[CH:15]=[CH:16][CH:17]=[CH:18][CH:19]=3)=[CH:38][C:37]2=[O:43])=[CH:33][C:34]=1[CH3:35])=[O:29])[C:21]1[CH:26]=[CH:25][CH:24]=[CH:23][CH:22]=1. (7) Given the reactants [F:1][C:2]1[CH:7]=[CH:6][C:5]([C:8]2[N:13]=[C:12]([C:14]3[C:22]4[C:17](=[CH:18][CH:19]=[C:20]([C:23]5[O:27][C:26]([NH:28]CC6C=CC(OC)=CC=6)=[N:25][N:24]=5)[CH:21]=4)[N:16](S(C4C=CC(C)=CC=4)(=O)=O)[CH:15]=3)[CH:11]=[N:10][CH:9]=2)=[CH:4][CH:3]=1.FC1C=CC(C2N=C(C3C4C(=CC=C(C5OC(N)=NN=5)C=4)N(S(C4C=CC(C)=CC=4)(=O)=O)C=3)C=NC=2)=CC=1.[OH-].[Na+], predict the reaction product. The product is: [F:1][C:2]1[CH:7]=[CH:6][C:5]([C:8]2[N:13]=[C:12]([C:14]3[C:22]4[C:17](=[CH:18][CH:19]=[C:20]([C:23]5[O:27][C:26]([NH2:28])=[N:25][N:24]=5)[CH:21]=4)[NH:16][CH:15]=3)[CH:11]=[N:10][CH:9]=2)=[CH:4][CH:3]=1. (8) The product is: [CH:39]1([CH2:42][N:43]2[CH2:48][CH2:47][N:46]([C:14]3[C:15]4[C:20](=[CH:19][CH:18]=[CH:17][CH:16]=4)[N:11]4[N:10]=[N:9][C:8]([C:3]5[CH:4]=[CH:5][CH:6]=[CH:7][C:2]=5[F:1])=[C:12]4[N:13]=3)[CH2:45][C:44]2=[O:49])[CH2:40][CH2:41]1. Given the reactants [F:1][C:2]1[CH:7]=[CH:6][CH:5]=[CH:4][C:3]=1[C:8]1[N:9]=[N:10][N:11]2[C:20]3[C:15](=[CH:16][CH:17]=[CH:18][CH:19]=3)[C:14](OS(C3C=CC(C)=CC=3)(=O)=O)=[N:13][C:12]=12.C(N(CC)CC)C.[CH:39]1([CH2:42][N:43]2[CH2:48][CH2:47][NH:46][CH2:45][C:44]2=[O:49])[CH2:41][CH2:40]1.Cl, predict the reaction product. (9) The product is: [Cl:1][C:2]1[CH:3]=[CH:4][C:5]2[C:11]3[N:12]([CH2:13][C:14]4[CH:19]=[CH:18][C:17]([O:20][CH3:21])=[CH:16][C:15]=4[O:22][CH3:23])[C:31](=[O:32])[C:26]([C:27]([O:29][CH3:30])=[O:28])=[C:35]([OH:36])[C:10]=3[CH2:9][CH2:8][N:7]([CH3:24])[C:6]=2[CH:25]=1. Given the reactants [Cl:1][C:2]1[CH:3]=[CH:4][C:5]2[C:11](=[N:12][CH2:13][C:14]3[CH:19]=[CH:18][C:17]([O:20][CH3:21])=[CH:16][C:15]=3[O:22][CH3:23])[CH2:10][CH2:9][CH2:8][N:7]([CH3:24])[C:6]=2[CH:25]=1.[CH:26]([C:35](OC)=[O:36])([C:31](OC)=[O:32])[C:27]([O:29][CH3:30])=[O:28], predict the reaction product. (10) Given the reactants [CH3:1][C:2]1[CH:7]=[C:6]([CH3:8])[N:5]=[C:4]([NH:9][S:10]([C:13]2[CH:18]=[CH:17][C:16]([NH:19][CH2:20][C:21]3[CH:26]=[CH:25][C:24]([N+:27]([O-])=O)=[CH:23][CH:22]=3)=[CH:15][CH:14]=2)(=[O:12])=[O:11])[N:3]=1.O.[NH3+]N, predict the reaction product. The product is: [NH2:27][C:24]1[CH:25]=[CH:26][C:21]([CH2:20][NH:19][C:16]2[CH:15]=[CH:14][C:13]([S:10]([NH:9][C:4]3[N:3]=[C:2]([CH3:1])[CH:7]=[C:6]([CH3:8])[N:5]=3)(=[O:12])=[O:11])=[CH:18][CH:17]=2)=[CH:22][CH:23]=1.